Dataset: Catalyst prediction with 721,799 reactions and 888 catalyst types from USPTO. Task: Predict which catalyst facilitates the given reaction. (1) Reactant: [C:1]1([C@@H:7]([NH:10][S:11]([C:14]2[CH:23]=[CH:22][C:17]([C:18]([O:20][CH3:21])=[O:19])=[CH:16][CH:15]=2)(=[O:13])=[O:12])[CH2:8][CH3:9])[CH:6]=[CH:5][CH:4]=[CH:3][CH:2]=1.Br[CH2:25][C:26]1[CH:33]=[CH:32][C:29]([C:30]#[N:31])=[CH:28][CH:27]=1.C([O-])([O-])=O.[K+].[K+]. Product: [C:30]([C:29]1[CH:32]=[CH:33][C:26]([CH2:25][N:10]([C@H:7]([C:1]2[CH:2]=[CH:3][CH:4]=[CH:5][CH:6]=2)[CH2:8][CH3:9])[S:11]([C:14]2[CH:15]=[CH:16][C:17]([C:18]([O:20][CH3:21])=[O:19])=[CH:22][CH:23]=2)(=[O:13])=[O:12])=[CH:27][CH:28]=1)#[N:31]. The catalyst class is: 3. (2) Reactant: [CH2:1]([N:8]1[C:16]2[C:11](=[CH:12][C:13]([Cl:17])=[CH:14][CH:15]=2)[CH:10]=[C:9]1[CH:18]([N:22]1C(=O)C2C(=CC=CC=2)C1=O)[CH:19]([CH3:21])[CH3:20])[C:2]1[CH:7]=[CH:6][CH:5]=[CH:4][CH:3]=1.NN.O. Product: [CH2:1]([N:8]1[C:16]2[C:11](=[CH:12][C:13]([Cl:17])=[CH:14][CH:15]=2)[CH:10]=[C:9]1[CH:18]([NH2:22])[CH:19]([CH3:20])[CH3:21])[C:2]1[CH:3]=[CH:4][CH:5]=[CH:6][CH:7]=1. The catalyst class is: 14. (3) Reactant: Br[C:2]1[CH:11]=[C:10]([C:12](=[O:36])[NH:13][C@@:14]2([C:24]3[CH:29]=[CH:28][C:27]([O:30][C:31]([F:34])([F:33])[F:32])=[C:26]([F:35])[CH:25]=3)[C:19]3=[N:20][CH:21]=[CH:22][CH:23]=[C:18]3[O:17][CH2:16][CH2:15]2)[CH:9]=[CH:8][C:3]=1[C:4]([O:6]C)=[O:5].[Br-].[CH3:38][CH:39]([Zn+])[CH3:40].[OH-].[Na+]. Product: [F:35][C:26]1[CH:25]=[C:24]([C@:14]2([NH:13][C:12]([C:10]3[CH:9]=[CH:8][C:3]([C:4]([OH:6])=[O:5])=[C:2]([CH:39]([CH3:40])[CH3:38])[CH:11]=3)=[O:36])[C:19]3=[N:20][CH:21]=[CH:22][CH:23]=[C:18]3[O:17][CH2:16][CH2:15]2)[CH:29]=[CH:28][C:27]=1[O:30][C:31]([F:33])([F:32])[F:34]. The catalyst class is: 176. (4) Reactant: [CH:1]1[C:6]([C:7]#[N:8])=[CH:5][C:4]2[C:9]([CH2:12][CH2:13][CH2:14][CH2:15][N:16]3[CH2:21][CH2:20][N:19]([C:22]4[CH:23]=[CH:24][C:25]5[O:30][C:29]([C:31]([NH2:33])=[O:32])=[CH:28][C:26]=5[CH:27]=4)[CH2:18][CH2:17]3)=[CH:10][NH:11][C:3]=2[CH:2]=1.C(OCC)(=O)C.CO.[ClH:42]. Product: [CH:1]1[C:6]([C:7]#[N:8])=[CH:5][C:4]2[C:9]([CH2:12][CH2:13][CH2:14][CH2:15][N:16]3[CH2:17][CH2:18][N:19]([C:22]4[CH:23]=[CH:24][C:25]5[O:30][C:29]([C:31]([NH2:33])=[O:32])=[CH:28][C:26]=5[CH:27]=4)[CH2:20][CH2:21]3)=[CH:10][NH:11][C:3]=2[CH:2]=1.[ClH:42]. The catalyst class is: 6. (5) The catalyst class is: 6. Product: [CH3:1][O:2][CH2:3][CH2:4][S:6]([O-:9])(=[O:8])=[O:7].[Na+:10]. Reactant: [CH3:1][O:2][CH2:3][CH2:4]Cl.[S:6]([O-:9])([O-:8])=[O:7].[Na+:10].[Na+]. (6) Reactant: [OH-].[Na+].[Cl:3][C:4]1[CH:5]=[C:6]([C:14]2[O:18][N:17]=[C:16]([C:19]3[CH:24]=[CH:23][N:22]=[C:21]4[N:25]([CH2:28][CH2:29][CH2:30][C:31]([O:33]CC)=[O:32])[CH:26]=[CH:27][C:20]=34)[N:15]=2)[CH:7]=[N:8][C:9]=1[O:10][CH:11]([CH3:13])[CH3:12]. Product: [Cl:3][C:4]1[CH:5]=[C:6]([C:14]2[O:18][N:17]=[C:16]([C:19]3[CH:24]=[CH:23][N:22]=[C:21]4[N:25]([CH2:28][CH2:29][CH2:30][C:31]([OH:33])=[O:32])[CH:26]=[CH:27][C:20]=34)[N:15]=2)[CH:7]=[N:8][C:9]=1[O:10][CH:11]([CH3:13])[CH3:12]. The catalyst class is: 252. (7) Reactant: Br[CH2:2][CH2:3][C:4]1[CH:9]=[CH:8][C:7]([N+:10]([O-:12])=[O:11])=[CH:6][CH:5]=1.[CH3:13][N:14]1[CH2:19][CH2:18][NH:17][CH2:16][CH2:15]1.C(=O)([O-])[O-].[K+].[K+]. Product: [CH3:13][N:14]1[CH2:19][CH2:18][N:17]([CH2:2][CH2:3][C:4]2[CH:9]=[CH:8][C:7]([N+:10]([O-:12])=[O:11])=[CH:6][CH:5]=2)[CH2:16][CH2:15]1. The catalyst class is: 16. (8) Reactant: ClCCOC1C=C(C=C(OC)C=1OC)C(O)=O.[C:18]([O:22][C:23](=[O:39])[NH:24][C:25]1[CH:30]=[C:29]([O:31][CH3:32])[C:28]([O:33][CH3:34])=[C:27]([O:35][CH2:36][CH2:37][Cl:38])[CH:26]=1)([CH3:21])([CH3:20])[CH3:19]. Product: [C:18]([O:22][C:23](=[O:39])[NH:24][C:25]1[CH:30]=[C:29]([O:31][CH3:32])[C:28]([O:33][CH3:34])=[C:27]([O:35][CH2:36][CH2:37][Cl:38])[CH:26]=1)([CH3:19])([CH3:21])[CH3:20]. The catalyst class is: 107. (9) Reactant: Br[C:2]1[S:6][C:5]([CH:7]=[O:8])=[CH:4][CH:3]=1.[C:9]1(B(O)O)[CH:14]=[CH:13][CH:12]=[CH:11][CH:10]=1.C([O-])([O-])=O.[Na+].[Na+].CCOCC. Product: [C:9]1([C:2]2[S:6][C:5]([CH:7]=[O:8])=[CH:4][CH:3]=2)[CH:14]=[CH:13][CH:12]=[CH:11][CH:10]=1. The catalyst class is: 176. (10) Reactant: [CH3:1][N:2]1[CH2:7][CH2:6][C:5](=[CH:8][C:9]2[CH:14]=[CH:13][C:12]([C:15](=[O:17])[CH3:16])=[CH:11][CH:10]=2)[CH2:4][CH2:3]1. Product: [CH3:1][N:2]1[CH2:7][CH2:6][CH:5]([CH2:8][C:9]2[CH:10]=[CH:11][C:12]([C:15](=[O:17])[CH3:16])=[CH:13][CH:14]=2)[CH2:4][CH2:3]1. The catalyst class is: 50.